From a dataset of Catalyst prediction with 721,799 reactions and 888 catalyst types from USPTO. Predict which catalyst facilitates the given reaction. (1) Reactant: N1CCNC1=NC1C=CC2OCCN(C)C=2C=1.C(N(CC)CC)C.CN(C)S(Cl)(=O)=O.[N:32]([CH2:35][CH:36]([N:48]1C(=O)C2C(=CC=CC=2)C1=O)[CH2:37][CH:38]1[CH2:47][CH2:46][C:45]2[C:40](=[CH:41][CH:42]=[CH:43][CH:44]=2)[CH2:39]1)=[N+:33]=[N-:34].C[Mg]Cl. Product: [N:32]([CH2:35][CH:36]([NH2:48])[CH2:37][CH:38]1[CH2:47][CH2:46][C:45]2[C:40](=[CH:41][CH:42]=[CH:43][CH:44]=2)[CH2:39]1)=[N+:33]=[N-:34]. The catalyst class is: 198. (2) Reactant: [CH3:1][N:2]([CH3:19])[C:3](=[O:18])[C@H:4]([O:6][C:7]1[CH:16]=[CH:15][CH:14]=[C:13]2[C:8]=1[C:9](=O)[NH:10][CH:11]=[N:12]2)[CH3:5].C1(P(C2C=CC=CC=2)C2C=CC=CC=2)C=CC=CC=1.C(Cl)(Cl)(Cl)Cl.[S:44]1[CH:48]=[C:47]([CH2:49][N:50]2[C:58]3[C:53](=[CH:54][C:55]([NH2:59])=[CH:56][CH:57]=3)[CH:52]=[N:51]2)[N:46]=[CH:45]1. Product: [CH3:1][N:2]([CH3:19])[C:3](=[O:18])[C@H:4]([O:6][C:7]1[CH:16]=[CH:15][CH:14]=[C:13]2[C:8]=1[C:9]([NH:59][C:55]1[CH:54]=[C:53]3[C:58](=[CH:57][CH:56]=1)[N:50]([CH2:49][C:47]1[N:46]=[CH:45][S:44][CH:48]=1)[N:51]=[CH:52]3)=[N:10][CH:11]=[N:12]2)[CH3:5]. The catalyst class is: 26. (3) Reactant: [C:1]([O:5][C:6](=[O:17])[NH:7][C@@H:8]([C:10]1[CH:15]=[CH:14][C:13](Br)=[CH:12][CH:11]=1)[CH3:9])([CH3:4])([CH3:3])[CH3:2].[Li]CCCC.CCCCCC.[B:29](OC(C)C)([O:34]C(C)C)[O:30]C(C)C. Product: [C:1]([O:5][C:6]([NH:7][C@@H:8]([C:10]1[CH:15]=[CH:14][C:13]([B:29]([OH:34])[OH:30])=[CH:12][CH:11]=1)[CH3:9])=[O:17])([CH3:4])([CH3:3])[CH3:2]. The catalyst class is: 7. (4) Reactant: [CH2:1]([N:8]1[CH2:14][C:13]([NH:16]C(OC(C)(C)C)=O)([CH3:15])[C:10]2([CH2:12][CH2:11]2)[C:9]1=[O:24])[C:2]1[CH:7]=[CH:6][CH:5]=[CH:4][CH:3]=1.Cl.O. Product: [NH2:16][C:13]1([CH3:15])[C:10]2([CH2:12][CH2:11]2)[C:9](=[O:24])[N:8]([CH2:1][C:2]2[CH:7]=[CH:6][CH:5]=[CH:4][CH:3]=2)[CH2:14]1. The catalyst class is: 11.